This data is from Forward reaction prediction with 1.9M reactions from USPTO patents (1976-2016). The task is: Predict the product of the given reaction. (1) Given the reactants [F:1][C:2]([F:7])([F:6])[C:3]([OH:5])=[O:4].[CH2:8]([S:10]([N:13]1[CH2:18][CH2:17][CH:16]([C:19]2[C:27]3[C:22](=[C:23]([C:40]([NH2:42])=[O:41])[CH:24]=[C:25]([C:28]4[CH:32]=[C:31]([CH2:33][N:34]([C@@H:36]([CH3:39])[CH2:37][OH:38])[CH3:35])[S:30][CH:29]=4)[CH:26]=3)[NH:21][CH:20]=2)[CH2:15][CH2:14]1)(=[O:12])=[O:11])[CH3:9].N[C@H:44](C)[CH2:45]O, predict the reaction product. The product is: [F:1][C:2]([F:7])([F:6])[C:3]([OH:5])=[O:4].[CH2:8]([S:10]([N:13]1[CH2:18][CH2:17][CH:16]([C:19]2[C:27]3[C:22](=[C:23]([C:40]([NH2:42])=[O:41])[CH:24]=[C:25]([C:28]4[CH:32]=[C:31]([CH2:33][N:34]([C@@H:36]5[CH2:39][CH2:45][CH2:44][C@H:37]5[OH:38])[CH3:35])[S:30][CH:29]=4)[CH:26]=3)[NH:21][CH:20]=2)[CH2:15][CH2:14]1)(=[O:11])=[O:12])[CH3:9]. (2) Given the reactants CC1C=CC(S(O[C:12]2[CH2:16][CH:15]([C:17](=[O:34])[NH:18][C:19]3[CH:24]=[CH:23][C:22]([Cl:25])=[CH:21][C:20]=3[C:26](=[O:33])[NH:27][CH:28]([CH:30]3[CH2:32][CH2:31]3)[CH3:29])[N:14]([C:35]3[C:40]([Cl:41])=[CH:39][CH:38]=[CH:37][N:36]=3)[N:13]=2)(=O)=O)=CC=1.C(O)(=O)C.[BrH:46].C(OCC)(=O)C.[OH-].[Na+], predict the reaction product. The product is: [Cl:25][C:22]1[CH:23]=[CH:24][C:19]([NH:18][C:17]([CH:15]2[N:14]([C:35]3[C:40]([Cl:41])=[CH:39][CH:38]=[CH:37][N:36]=3)[N:13]=[C:12]([Br:46])[CH2:16]2)=[O:34])=[C:20]([C:26](=[O:33])[NH:27][CH:28]([CH:30]2[CH2:32][CH2:31]2)[CH3:29])[CH:21]=1.